This data is from TCR-epitope binding with 47,182 pairs between 192 epitopes and 23,139 TCRs. The task is: Binary Classification. Given a T-cell receptor sequence (or CDR3 region) and an epitope sequence, predict whether binding occurs between them. (1) The epitope is TPRVTGGGAM. The TCR CDR3 sequence is CASSPLGLAGPNEQFF. Result: 1 (the TCR binds to the epitope). (2) The epitope is RILGAGCFV. The TCR CDR3 sequence is CASSPSELVGTEAFF. Result: 1 (the TCR binds to the epitope). (3) The TCR CDR3 sequence is CSVEAGGGTEAFF. The epitope is EEHVQIHTI. Result: 0 (the TCR does not bind to the epitope). (4) The TCR CDR3 sequence is CASSRMTSGNSPLHF. Result: 0 (the TCR does not bind to the epitope). The epitope is DPFRLLQNSQVFS. (5) The epitope is YYRRATRRIR. The TCR CDR3 sequence is CASSLGVGNTQYF. Result: 0 (the TCR does not bind to the epitope). (6) The epitope is RLRAEAQVK. The TCR CDR3 sequence is CASRLLVSQETQYF. Result: 0 (the TCR does not bind to the epitope).